This data is from Catalyst prediction with 721,799 reactions and 888 catalyst types from USPTO. The task is: Predict which catalyst facilitates the given reaction. (1) Reactant: C([SiH](CC)CC)C.FC(F)(F)C(O)=O.C(OC([NH:22][C:23]1[CH:24]=[CH:25][C:26]2[N:27]([N:29]=[C:30]([C:44]3[CH:49]=[CH:48][CH:47]=[CH:46][CH:45]=3)[C:31]=2[CH:32](O)[C:33]2[N:38]=[C:37]([C:39]([O:41][CH3:42])=[O:40])[CH:36]=[CH:35][CH:34]=2)[CH:28]=1)=O)(C)(C)C.C(=O)(O)[O-].[Na+]. Product: [NH2:22][C:23]1[CH:24]=[CH:25][C:26]2[N:27]([N:29]=[C:30]([C:44]3[CH:45]=[CH:46][CH:47]=[CH:48][CH:49]=3)[C:31]=2[CH2:32][C:33]2[N:38]=[C:37]([C:39]([O:41][CH3:42])=[O:40])[CH:36]=[CH:35][CH:34]=2)[CH:28]=1. The catalyst class is: 4. (2) Reactant: [NH2:1][CH2:2][CH:3]1[CH2:12][CH2:11][CH2:10][C:9]2[CH:8]=[C:7]([NH:13][S:14]([C:17]3[CH:22]=[CH:21][CH:20]=[CH:19][CH:18]=3)(=[O:16])=[O:15])[CH:6]=[CH:5][C:4]1=2.[CH2:23](N(CC)CC)[CH3:24].[C:40]([O:39][BH-]([O:39][C:40](=[O:42])[CH3:41])[O:39][C:40](=[O:42])[CH3:41])(=[O:42])[CH3:41].[Na+]. Product: [CH2:23]([O:39][C:40](=[O:42])[CH2:41][NH:1][CH2:2][C:3]1[C:4]2[C:9](=[CH:8][C:7]([NH:13][S:14]([C:17]3[CH:18]=[CH:19][CH:20]=[CH:21][CH:22]=3)(=[O:16])=[O:15])=[CH:6][CH:5]=2)[CH:10]=[CH:11][CH:12]=1)[CH3:24]. The catalyst class is: 68.